From a dataset of Full USPTO retrosynthesis dataset with 1.9M reactions from patents (1976-2016). Predict the reactants needed to synthesize the given product. (1) Given the product [C:1]([O:5][C@@H:6]([C:11]1[C:40]([CH3:41])=[C:39]([CH2:42][NH:43][CH:44]([CH3:45])[CH3:46])[C:38]2=[N:47][C:35]3=[CH:36][N:37]2[C:12]=1[N:13]1[CH2:14][CH2:15][C:16]([CH3:53])([O:17][CH2:18][CH2:19][CH2:20][CH2:21][C@H:22]([CH3:50])[O:23][C:24]2[CH:25]=[CH:26][C:27]([F:49])=[CH:28][C:29]=2[C:30]2[CH:48]=[C:34]3[CH:33]=[CH:32][CH:31]=2)[CH2:51][CH2:52]1)[C:7]([OH:9])=[O:8])([CH3:2])([CH3:3])[CH3:4], predict the reactants needed to synthesize it. The reactants are: [C:1]([O:5][C@@H:6]([C:11]1[C:40]([CH3:41])=[C:39]([CH2:42][NH:43][CH:44]([CH3:46])[CH3:45])[C:38]2=[N:47][C:35]3=[CH:36][N:37]2[C:12]=1[N:13]1[CH2:52][CH2:51][C:16]([CH3:53])([O:17][CH2:18][CH2:19][CH2:20][CH2:21][C@H:22]([CH3:50])[O:23][C:24]2[CH:25]=[CH:26][C:27]([F:49])=[CH:28][C:29]=2[C:30]2[CH:48]=[C:34]3[CH:33]=[CH:32][CH:31]=2)[CH2:15][CH2:14]1)[C:7]([O:9]C)=[O:8])([CH3:4])([CH3:3])[CH3:2].C(O[C@@H](C1C(C)=CC2=NC3=C(Cl)N2C=1N1CCC(C)(OCCCC[C@H](C)OC2C=CC(C)=CC=2C2C=C3C=CC=2)CC1)C(O)=O)(C)(C)C. (2) Given the product [CH3:1][O:2][C:3]1[CH:4]=[C:5]([CH:10]=[CH:11][C:12]=1[O:13][CH2:14][C:15]([O:24][CH3:23])([CH3:17])[CH3:16])[C:6]([O:8][CH3:9])=[O:7], predict the reactants needed to synthesize it. The reactants are: [CH3:1][O:2][C:3]1[CH:4]=[C:5]([CH:10]=[CH:11][C:12]=1[O:13][CH2:14][C:15]([CH3:17])=[CH2:16])[C:6]([O:8][CH3:9])=[O:7].OS(O)(=O)=O.[CH3:23][OH:24]. (3) Given the product [Cl:4][C:5]1[CH:32]=[CH:31][CH:30]=[CH:29][C:6]=1[CH2:7][S:8]([C:9]1[S:10][C:11]2[CH:17]=[C:16]([Cl:18])[C:15]([N:19]3[C:23](=[O:24])[N:22]([CH:25]([F:26])[F:27])[C:21]([CH3:28])=[N:20]3)=[CH:14][C:12]=2[N:13]=1)(=[O:38])=[O:44], predict the reactants needed to synthesize it. The reactants are: ClCCl.[Cl:4][C:5]1[CH:32]=[CH:31][CH:30]=[CH:29][C:6]=1[CH2:7][S:8][C:9]1[S:10][C:11]2[CH:17]=[C:16]([Cl:18])[C:15]([N:19]3[C:23](=[O:24])[N:22]([CH:25]([F:27])[F:26])[C:21]([CH3:28])=[N:20]3)=[CH:14][C:12]=2[N:13]=1.ClC1C=C(C=CC=1)C(OO)=[O:38].[OH2:44].